From a dataset of Full USPTO retrosynthesis dataset with 1.9M reactions from patents (1976-2016). Predict the reactants needed to synthesize the given product. (1) Given the product [Cl:7][CH2:8][C@H:9]1[C:17]2[C:16]3[CH:18]=[CH:19][CH:20]=[CH:21][C:15]=3[C:14]([O:22][CH2:31][C:32]3[CH:37]=[CH:36][C:35]([N+:38]([O-:40])=[O:39])=[CH:34][CH:33]=3)=[CH:13][C:12]=2[N:11]([C:23]([O:25][C:26]([CH3:29])([CH3:28])[CH3:27])=[O:24])[CH2:10]1, predict the reactants needed to synthesize it. The reactants are: C(=O)([O-])[O-].[K+].[K+].[Cl:7][CH2:8][C@H:9]1[C:17]2[C:16]3[CH:18]=[CH:19][CH:20]=[CH:21][C:15]=3[C:14]([OH:22])=[CH:13][C:12]=2[N:11]([C:23]([O:25][C:26]([CH3:29])([CH3:28])[CH3:27])=[O:24])[CH2:10]1.Br[CH2:31][C:32]1[CH:37]=[CH:36][C:35]([N+:38]([O-:40])=[O:39])=[CH:34][CH:33]=1. (2) Given the product [CH3:1][O:2][C:3](=[O:27])[CH2:4][C:5]1[CH:6]=[C:7]([O:12][C:13]2[CH:18]=[CH:17][C:16]([NH:19][C:35](=[O:40])[C:36]([CH3:39])([CH3:38])[CH3:37])=[CH:15][C:14]=2[CH2:20][S:21][CH2:22][C:23]([F:25])([F:26])[F:24])[CH:8]=[C:9]([Cl:11])[CH:10]=1, predict the reactants needed to synthesize it. The reactants are: [CH3:1][O:2][C:3](=[O:27])[CH2:4][C:5]1[CH:10]=[C:9]([Cl:11])[CH:8]=[C:7]([O:12][C:13]2[CH:18]=[CH:17][C:16]([NH2:19])=[CH:15][C:14]=2[CH2:20][S:21][CH2:22][C:23]([F:26])([F:25])[F:24])[CH:6]=1.C(N(CC)CC)C.[C:35](Cl)(=[O:40])[C:36]([CH3:39])([CH3:38])[CH3:37]. (3) Given the product [CH2:27]([O:26][C:24]([C:23]1[NH:21][CH:22]=[C:9]([CH2:8][C:4]2[CH:5]=[CH:6][CH:7]=[C:2]([F:1])[C:3]=2[CH3:20])[C:10]=1[C:11]1[CH:16]=[CH:15][CH:14]=[CH:13][CH:12]=1)=[O:25])[CH3:28], predict the reactants needed to synthesize it. The reactants are: [F:1][C:2]1[CH:7]=[CH:6][CH:5]=[C:4]([CH2:8][C:9]([N+]([O-])=O)=[CH:10][C:11]2[CH:16]=[CH:15][CH:14]=[CH:13][CH:12]=2)[C:3]=1[CH3:20].[N+:21]([CH2:23][C:24]([O:26][CH2:27][CH3:28])=[O:25])#[C-:22].C1CCN2C(=NCCC2)CC1.O. (4) Given the product [Cl:21][C:15]1[CH:16]=[C:17]([Cl:20])[CH:18]=[CH:19][C:14]=1[C:12]1[N:11]=[C:10](/[CH:22]=[CH:23]/[C:24]2[CH:29]=[CH:28][C:27]([O:30][CH2:34][CH2:35][CH2:36][C:37]([F:40])([F:39])[F:38])=[CH:26][CH:25]=2)[N:9]([CH2:8][C:7]2[CH:31]=[CH:32][C:4]([NH2:1])=[CH:5][CH:6]=2)[CH:13]=1, predict the reactants needed to synthesize it. The reactants are: [N+:1]([C:4]1[CH:32]=[CH:31][C:7]([CH2:8][N:9]2[CH:13]=[C:12]([C:14]3[CH:19]=[CH:18][C:17]([Cl:20])=[CH:16][C:15]=3[Cl:21])[N:11]=[C:10]2/[CH:22]=[CH:23]/[C:24]2[CH:29]=[CH:28][C:27]([OH:30])=[CH:26][CH:25]=2)=[CH:6][CH:5]=1)([O-])=O.Br[CH2:34][CH2:35][CH2:36][C:37]([F:40])([F:39])[F:38].